The task is: Predict the product of the given reaction.. This data is from Forward reaction prediction with 1.9M reactions from USPTO patents (1976-2016). (1) Given the reactants [CH:1]1([N:5]2[CH2:10][CH2:9][CH:8]([O:11][CH:12]3[CH2:17][CH2:16][N:15](C(OC(C)(C)C)=O)[CH2:14][CH2:13]3)[CH2:7][CH2:6]2)[CH2:4][CH2:3][CH2:2]1.Cl, predict the reaction product. The product is: [CH:1]1([N:5]2[CH2:10][CH2:9][CH:8]([O:11][CH:12]3[CH2:17][CH2:16][NH:15][CH2:14][CH2:13]3)[CH2:7][CH2:6]2)[CH2:4][CH2:3][CH2:2]1. (2) Given the reactants [F:1][C:2]([F:32])([C:20]1[CH:21]=[C:22]2[C:27](=[CH:28][CH:29]=1)[N:26]=[CH:25][C:24]([O:30][CH3:31])=[CH:23]2)[C:3]([NH:5][NH:6][C:7]1[C:12]([F:13])=[CH:11][C:10]([C:14]2[CH:15]=[N:16][N:17]([CH3:19])[CH:18]=2)=[CH:9][N:8]=1)=O.C1(P(C2C=CC=CC=2)C2C=CC=CC=2)C=CC=CC=1.ClC(Cl)C.C(N(C(C)C)CC)(C)C.ClC(Cl)(Cl)C#N, predict the reaction product. The product is: [F:1][C:2]([F:32])([C:3]1[N:8]2[CH:9]=[C:10]([C:14]3[CH:15]=[N:16][N:17]([CH3:19])[CH:18]=3)[CH:11]=[C:12]([F:13])[C:7]2=[N:6][N:5]=1)[C:20]1[CH:21]=[C:22]2[C:27](=[CH:28][CH:29]=1)[N:26]=[CH:25][C:24]([O:30][CH3:31])=[CH:23]2. (3) Given the reactants [C:1]([O:5][C:6]([NH:8][C@@H:9]([CH2:13][C:14]1[CH:19]=[C:18]([F:20])[CH:17]=[C:16]([F:21])[CH:15]=1)[C:10]([OH:12])=[O:11])=[O:7])([CH3:4])([CH3:3])[CH3:2].[C:22](=O)([O-])[O-].[K+].[K+].S(OC)(OC)(=O)=O, predict the reaction product. The product is: [CH3:22][O:11][C:10](=[O:12])[C@@H:9]([NH:8][C:6]([O:5][C:1]([CH3:4])([CH3:2])[CH3:3])=[O:7])[CH2:13][C:14]1[CH:15]=[C:16]([F:21])[CH:17]=[C:18]([F:20])[CH:19]=1. (4) Given the reactants [NH2:1][CH:2]([C:6]([C:9]1[C:17]2[C:12](=[CH:13][CH:14]=[CH:15][CH:16]=2)[NH:11][CH:10]=1)([CH3:8])[CH3:7])[C:3]([OH:5])=[O:4].[OH-].[Na+].[CH2:20]=O.Cl, predict the reaction product. The product is: [CH3:7][C:6]1([CH3:8])[C:9]2[C:17]3[C:12](=[CH:13][CH:14]=[CH:15][CH:16]=3)[NH:11][C:10]=2[CH2:20][NH:1][CH:2]1[C:3]([OH:5])=[O:4]. (5) Given the reactants [CH2:1]([O:3][C:4]([C:6]1[CH2:11][C@@H:10](OS(C)(=O)=O)[C@@H:9]([NH:17][P:18]([O:23][CH2:24][CH3:25])([O:20][CH2:21][CH3:22])=[O:19])[C@H:8]([O:26][CH:27]([CH2:30][CH3:31])[CH2:28][CH3:29])[CH:7]=1)=[O:5])[CH3:2].[N-:32]=[N+:33]=[N-:34].[Na+], predict the reaction product. The product is: [CH2:1]([O:3][C:4]([C:6]1[CH2:11][C@H:10]([N:32]=[N+:33]=[N-:34])[C@@H:9]([NH:17][P:18]([O:23][CH2:24][CH3:25])([O:20][CH2:21][CH3:22])=[O:19])[C@H:8]([O:26][CH:27]([CH2:30][CH3:31])[CH2:28][CH3:29])[CH:7]=1)=[O:5])[CH3:2].